Predict which catalyst facilitates the given reaction. From a dataset of Catalyst prediction with 721,799 reactions and 888 catalyst types from USPTO. (1) Reactant: [NH2:1][C:2]1[N:7]=[C:6]([C:8]([NH:10][C@@H:11]([C:19]2[CH:24]=[CH:23][C:22]([O:25][C:26]([F:29])([F:28])[F:27])=[C:21]([F:30])[CH:20]=2)[C:12]2[C:17]([F:18])=[CH:16][CH:15]=[CH:14][N:13]=2)=[O:9])[CH:5]=[CH:4][C:3]=1[OH:31].Cl[C:33](Cl)([O:35]C(=O)OC(Cl)(Cl)Cl)Cl.CCOC(C)=O. Product: [F:30][C:21]1[CH:20]=[C:19]([C@@H:11]([C:12]2[C:17]([F:18])=[CH:16][CH:15]=[CH:14][N:13]=2)[NH:10][C:8]([C:6]2[N:7]=[C:2]3[NH:1][C:33](=[O:35])[O:31][C:3]3=[CH:4][CH:5]=2)=[O:9])[CH:24]=[CH:23][C:22]=1[O:25][C:26]([F:29])([F:27])[F:28]. The catalyst class is: 1. (2) Reactant: [Cl:1][C:2]1[C:7]([CH:8]2[CH2:10][CH2:9]2)=[CH:6][C:5]([NH:11][CH2:12][C:13]([OH:15])=O)=[C:4]([OH:16])[CH:3]=1.CN1CCOCC1.ClC(OCC)=O.Cl.[CH3:31][CH:32]1[CH2:37][NH:36][CH2:35][CH2:34][N:33]1[CH:38]1[CH2:41][N:40]([C:42](=[O:45])[CH:43]=[CH2:44])[CH2:39]1.CCN(CC)CC. Product: [Cl:1][C:2]1[C:7]([CH:8]2[CH2:9][CH2:10]2)=[CH:6][C:5]([NH:11][CH2:12][C:13]([N:36]2[CH2:35][CH2:34][N:33]([CH:38]3[CH2:39][N:40]([C:42](=[O:45])[CH:43]=[CH2:44])[CH2:41]3)[CH:32]([CH3:31])[CH2:37]2)=[O:15])=[C:4]([OH:16])[CH:3]=1. The catalyst class is: 266.